From a dataset of Blood-brain barrier permeability classification from the B3DB database. Regression/Classification. Given a drug SMILES string, predict its absorption, distribution, metabolism, or excretion properties. Task type varies by dataset: regression for continuous measurements (e.g., permeability, clearance, half-life) or binary classification for categorical outcomes (e.g., BBB penetration, CYP inhibition). Dataset: b3db_classification. (1) The molecule is C=CC1([C@@H](C)CCC)C(=O)NC(=O)NC1=O. The result is 1 (penetrates BBB). (2) The compound is CCc1ccc(C(=O)C(C)CN2CCCC2)cc1. The result is 1 (penetrates BBB). (3) The compound is Cn1c(=O)c2c(ncn2CC2OCCO2)n(C)c1=O. The result is 0 (does not penetrate BBB). (4) The drug is CCN[C@@H]1C[C@H](N)[C@@H](O[C@H]2OC(CN)=CC[C@H]2N)[C@H](O)[C@H]1O[C@H]1OC[C@](C)(O)[C@H](NC)[C@H]1O. The result is 0 (does not penetrate BBB). (5) The molecule is CO[C@]1(NC(=O)CSC[C@H](N)C(=O)O)C(=O)N2C(C(=O)O)=C(CSc3nnnn3C)CS[C@@H]21. The result is 0 (does not penetrate BBB). (6) The drug is CCOc1cc(CC(=O)NC(CC(C)C)c2ccccc2N2CCCCC2)ccc1C(=O)O. The result is 0 (does not penetrate BBB). (7) The molecule is COc1cc2c(c(CNC3CCCNC3c3ccccc3)c1)OCC2. The result is 1 (penetrates BBB). (8) The compound is CCCCC/C(=N/OCCN)c1ccc(C)c(N)c1. The result is 1 (penetrates BBB). (9) The drug is FC(F)OC(F)(F)C(F)Cl. The result is 1 (penetrates BBB). (10) The drug is CCC1OC(=O)C(C)C(OC2CC(C)(OC)C(O)C(C)O2)C(C)C(OC2OC(C)CC(N(C)C)C2O)C(C)(O)CC(C)C2NC(COCCOC)OC(C2C)C1(C)O. The result is 0 (does not penetrate BBB).